From a dataset of Full USPTO retrosynthesis dataset with 1.9M reactions from patents (1976-2016). Predict the reactants needed to synthesize the given product. (1) The reactants are: [Cl:1][C:2]1[C:3]([C:22]([N:24]2[CH2:28][CH2:27][CH2:26][CH2:25]2)=[O:23])=[C:4]([CH2:8][N:9]2[CH2:14][CH2:13][N:12](C(OC(C)(C)C)=O)[CH2:11][CH2:10]2)[CH:5]=[CH:6][CH:7]=1.FC(F)(F)C(O)=O. Given the product [Cl:1][C:2]1[C:3]([C:22]([N:24]2[CH2:28][CH2:27][CH2:26][CH2:25]2)=[O:23])=[C:4]([CH2:8][N:9]2[CH2:10][CH2:11][NH:12][CH2:13][CH2:14]2)[CH:5]=[CH:6][CH:7]=1, predict the reactants needed to synthesize it. (2) Given the product [O:8]1[CH:9]=[CH:10][CH:11]=[C:7]1[C:6]([C:12]1[O:13][CH:14]=[CH:15][CH:16]=1)=[CH:5][CH2:4][OH:3], predict the reactants needed to synthesize it. The reactants are: C([O:3][C:4](=O)[CH:5]=[C:6]([C:12]1[O:13][CH:14]=[CH:15][CH:16]=1)[C:7]1[O:8][CH:9]=[CH:10][CH:11]=1)C.CC(C[AlH]CC(C)C)C.[Cl-].[NH4+].C(Cl)Cl. (3) Given the product [Br:1][C:2]1[C:10]2[C:5](=[CH:6][CH:7]=[C:8]([C:11](=[O:12])[NH:13][CH2:14][CH2:15][CH2:16][N:17]3[CH2:18][CH2:19][O:20][CH2:21][CH2:22]3)[CH:9]=2)[N:4]([C:40]([O:42][C:43]([CH3:46])([CH3:45])[CH3:44])=[O:41])[C:3]=1[C:23]1[C:24]([O:29][CH3:30])=[N:25][CH:26]=[CH:27][CH:28]=1, predict the reactants needed to synthesize it. The reactants are: [Br:1][C:2]1[C:10]2[C:5](=[CH:6][CH:7]=[C:8]([C:11]([NH:13][CH2:14][CH2:15][CH2:16][N:17]3[CH2:22][CH2:21][O:20][CH2:19][CH2:18]3)=[O:12])[CH:9]=2)[NH:4][C:3]=1[C:23]1[C:24]([O:29][CH3:30])=[N:25][CH:26]=[CH:27][CH:28]=1.C(N(CC)C(C)C)(C)C.[C:40](O[C:40]([O:42][C:43]([CH3:46])([CH3:45])[CH3:44])=[O:41])([O:42][C:43]([CH3:46])([CH3:45])[CH3:44])=[O:41]. (4) Given the product [CH2:23]([N:12]1[C:11]2[C:7]([C:1]3[CH:6]=[CH:5][CH:4]=[CH:3][CH:2]=3)=[C:8]([C:17]3[CH:18]=[CH:19][CH:20]=[CH:21][CH:22]=3)[N:9]([CH2:7][C:1]3[CH:6]=[CH:5][CH:4]=[CH:3][CH:2]=3)[C:10]=2[C:14](=[O:15])[C:13]1=[O:16])[C:24]1[CH:29]=[CH:28][CH:27]=[CH:26][CH:25]=1, predict the reactants needed to synthesize it. The reactants are: [C:1]1([C:7]2[C:11]3=[N:12][C:13](=[O:16])[C:14](=[O:15])[C:10]3=[N:9][C:8]=2[C:17]2[CH:22]=[CH:21][CH:20]=[CH:19][CH:18]=2)[CH:6]=[CH:5][CH:4]=[CH:3][CH:2]=1.[CH2:23](Br)[C:24]1[CH:29]=[CH:28][CH:27]=[CH:26][CH:25]=1.C([O-])([O-])=O.[K+].[K+]. (5) The reactants are: Cl[CH2:2][CH:3]=[C:4]([CH3:21])[CH2:5][CH2:6][CH:7]=[C:8]([CH3:20])[CH2:9][CH2:10][CH:11]=[C:12]([CH3:19])[CH2:13][CH2:14][CH:15]=[C:16]([CH3:18])[CH3:17].[CH2:22]([OH:29])[C@@H:23]([C@@H:25]([CH2:27][OH:28])[OH:26])[OH:24].OCC(CO)O. Given the product [CH3:21][C:4]([CH2:5][CH2:6][CH:7]=[C:8]([CH3:20])[CH2:9][CH2:10][CH:11]=[C:12]([CH3:19])[CH2:13][CH2:14][CH:15]=[C:16]([CH3:18])[CH3:17])=[CH:3][CH2:2][O:29][CH2:22][C@@H:23]([C@@H:25]([CH2:27][OH:28])[OH:26])[OH:24], predict the reactants needed to synthesize it.